Dataset: Reaction yield outcomes from USPTO patents with 853,638 reactions. Task: Predict the reaction yield, written as a fraction of the theoretical maximum amount of product (1.0 means a 100% yield; for example, 0.34 means a 34% yield). The reactants are [NH2:1][CH2:2][C:3]([CH3:7])([CH3:6])[CH2:4][OH:5].[CH2:8]([N:10]=[C:11]=[O:12])[CH3:9]. The catalyst is O1CCOCC1. The product is [CH2:8]([NH:10][C:11]([NH:1][CH2:2][C:3]([CH3:7])([CH3:6])[CH2:4][OH:5])=[O:12])[CH3:9]. The yield is 1.00.